The task is: Predict the product of the given reaction.. This data is from Forward reaction prediction with 1.9M reactions from USPTO patents (1976-2016). Given the reactants [F:1][C:2]([F:20])([F:19])[C:3](O)=[CH:4][C:5]([C:7]1[CH:17]=[CH:16][C:10]2[O:11][CH2:12][C:13](=[O:15])[NH:14][C:9]=2[CH:8]=1)=O.Cl.Cl.[CH2:23]([NH:30][NH2:31])[C:24]1[CH:29]=[CH:28][CH:27]=[CH:26][CH:25]=1, predict the reaction product. The product is: [CH2:23]([N:30]1[C:5]([C:7]2[CH:17]=[CH:16][C:10]3[O:11][CH2:12][C:13](=[O:15])[NH:14][C:9]=3[CH:8]=2)=[CH:4][C:3]([C:2]([F:20])([F:19])[F:1])=[N:31]1)[C:24]1[CH:29]=[CH:28][CH:27]=[CH:26][CH:25]=1.